From a dataset of Reaction yield outcomes from USPTO patents with 853,638 reactions. Predict the reaction yield, written as a fraction of the theoretical maximum amount of product (1.0 means a 100% yield; for example, 0.34 means a 34% yield). (1) The reactants are [CH3:1][C:2]1[S:3][CH:4]=[C:5]([CH2:7][NH2:8])[N:6]=1.[CH2:9]([O:16][C:17]1[CH:22]=[CH:21][N:20]([C:23]2[S:24][C:25]([C:29](O)=[O:30])=[C:26]([CH3:28])[N:27]=2)[C:19](=[O:32])[CH:18]=1)[C:10]1[CH:15]=[CH:14][CH:13]=[CH:12][CH:11]=1. No catalyst specified. The product is [CH2:9]([O:16][C:17]1[CH:22]=[CH:21][N:20]([C:23]2[S:24][C:25]([C:29]([NH:8][CH2:7][C:5]3[N:6]=[C:2]([CH3:1])[S:3][CH:4]=3)=[O:30])=[C:26]([CH3:28])[N:27]=2)[C:19](=[O:32])[CH:18]=1)[C:10]1[CH:15]=[CH:14][CH:13]=[CH:12][CH:11]=1. The yield is 0.740. (2) The yield is 0.820. The catalyst is CCCCCC. The product is [NH2:1][C:2]1[S:3][C:4]2[CH2:17][CH:16]([C:18]([O:20][CH2:21][CH3:22])=[O:19])[CH2:15][CH2:14][C:5]=2[C:6]=1[C:7]([OH:9])=[O:8]. The reactants are [NH2:1][C:2]1[S:3][C:4]2[CH2:17][CH:16]([C:18]([O:20][CH2:21][CH3:22])=[O:19])[CH2:15][CH2:14][C:5]=2[C:6]=1[C:7]([O:9]C(C)(C)C)=[O:8]. (3) The reactants are [CH3:1][O:2][C:3]1[CH:23]=[CH:22][C:6]([CH2:7][O:8][C:9]2[CH:14]=[CH:13][CH:12]=[CH:11][C:10]=2[C:15](=O)[CH2:16][CH2:17][C:18](=O)[CH3:19])=[CH:5][CH:4]=1.[CH2:24]([O:26][C:27](=[O:35])[C:28]1[CH:33]=[C:32]([NH2:34])[CH:31]=[N:30][CH:29]=1)[CH3:25]. The catalyst is C1(C)C=CC=CC=1.CCOC(C)=O. The product is [CH2:24]([O:26][C:27](=[O:35])[C:28]1[CH:33]=[C:32]([N:34]2[C:18]([CH3:19])=[CH:17][CH:16]=[C:15]2[C:10]2[CH:11]=[CH:12][CH:13]=[CH:14][C:9]=2[O:8][CH2:7][C:6]2[CH:22]=[CH:23][C:3]([O:2][CH3:1])=[CH:4][CH:5]=2)[CH:31]=[N:30][CH:29]=1)[CH3:25]. The yield is 0.360. (4) The reactants are COC(=O)[CH:4]([C:17]#[N:18])[C:5]([C:8]1[CH:13]=[CH:12][C:11]([F:14])=[CH:10][C:9]=1[O:15][CH3:16])([CH3:7])[CH3:6].[Cl-].[Na+].O. The catalyst is CS(C)=O.[Cl-].[Na+].O. The product is [F:14][C:11]1[CH:12]=[CH:13][C:8]([C:5]([CH3:6])([CH3:7])[CH2:4][C:17]#[N:18])=[C:9]([O:15][CH3:16])[CH:10]=1. The yield is 0.810. (5) The reactants are [NH2:1][C:2]1[N:7]=[CH:6][N:5]=[C:4]2[N:8]([C@@H:25]3[CH2:30][CH2:29][CH2:28][N:27](C(OC(C)(C)C)=O)[CH2:26]3)[N:9]=[C:10]([C:11]3[CH:16]=[CH:15][C:14]([O:17][C:18]4[CH:23]=[CH:22][CH:21]=[CH:20][C:19]=4[F:24])=[CH:13][CH:12]=3)[C:3]=12.FC(F)(F)C(O)=O. The catalyst is ClCCl. The product is [F:24][C:19]1[CH:20]=[CH:21][CH:22]=[CH:23][C:18]=1[O:17][C:14]1[CH:13]=[CH:12][C:11]([C:10]2[C:3]3[C:4](=[N:5][CH:6]=[N:7][C:2]=3[NH2:1])[N:8]([C@@H:25]3[CH2:30][CH2:29][CH2:28][NH:27][CH2:26]3)[N:9]=2)=[CH:16][CH:15]=1. The yield is 0.620. (6) The reactants are CN(C)CCN.[CH:7]1([CH2:10][O:11][N:12]2C(=O)C3=CC=CC=C3C2=O)[CH2:9][CH2:8]1.C(O)(=O)C.[C:27]([C:30]1[CH:35]=[C:34]([Cl:36])[CH:33]=[CH:32][C:31]=1[NH:37][S:38]([C:41]([F:44])([F:43])[F:42])(=[O:40])=[O:39])(=O)[CH3:28]. The catalyst is CCO. The product is [Cl:36][C:34]1[CH:33]=[CH:32][C:31]([NH:37][S:38]([C:41]([F:44])([F:43])[F:42])(=[O:40])=[O:39])=[C:30]([C:27](=[N:12][O:11][CH2:10][CH:7]2[CH2:9][CH2:8]2)[CH3:28])[CH:35]=1. The yield is 0.810. (7) The reactants are C1(C)C=CC=CC=1.[CH2:8]1[CH2:12][O:11][C:10]2[CH:13]=[CH:14][C:15]3[CH2:16][CH2:17][C:18](=O)[C:19]=3[C:9]1=2.[C:21]([CH2:23]P(=O)(OCC)OCC)#[N:22].CO.C[O-].[Na+]. The catalyst is O. The product is [CH2:8]1[CH2:12][O:11][C:10]2[CH:13]=[CH:14][C:15]3[CH2:16][CH2:17]/[C:18](=[CH:23]\[C:21]#[N:22])/[C:19]=3[C:9]1=2. The yield is 0.844.